From a dataset of Forward reaction prediction with 1.9M reactions from USPTO patents (1976-2016). Predict the product of the given reaction. (1) Given the reactants [OH-].[Na+].[Cl:3][C:4]1[S:8][C:7]([C:9]2[N:10]=[C:11]([O:18][C:19]3[CH:24]=[CH:23][C:22]([CH2:25][C:26]([O:28]C)=[O:27])=[CH:21][CH:20]=3)[C:12]3[CH2:17][S:16][CH2:15][C:13]=3[N:14]=2)=[CH:6][CH:5]=1, predict the reaction product. The product is: [Cl:3][C:4]1[S:8][C:7]([C:9]2[N:10]=[C:11]([O:18][C:19]3[CH:24]=[CH:23][C:22]([CH2:25][C:26]([OH:28])=[O:27])=[CH:21][CH:20]=3)[C:12]3[CH2:17][S:16][CH2:15][C:13]=3[N:14]=2)=[CH:6][CH:5]=1. (2) The product is: [CH2:1]([N:8]1[CH:13]([CH2:14][O:15][CH:19]([F:27])[F:18])[CH2:12][O:11][CH:10]([CH3:16])[C:9]1=[O:17])[C:2]1[CH:3]=[CH:4][CH:5]=[CH:6][CH:7]=1. Given the reactants [CH2:1]([N:8]1[CH:13]([CH2:14][OH:15])[CH2:12][O:11][CH:10]([CH3:16])[C:9]1=[O:17])[C:2]1[CH:7]=[CH:6][CH:5]=[CH:4][CH:3]=1.[F:18][C:19]([F:27])(S(F)(=O)=O)C(O)=O, predict the reaction product. (3) Given the reactants [CH3:1][O:2][C:3](=[O:16])[C:4]1[CH:9]=[C:8]([O:10][CH3:11])[CH:7]=[C:6]([NH2:12])[C:5]=1[N+:13]([O-])=O.[Sn](Cl)Cl, predict the reaction product. The product is: [CH3:1][O:2][C:3](=[O:16])[C:4]1[CH:9]=[C:8]([O:10][CH3:11])[CH:7]=[C:6]([NH2:12])[C:5]=1[NH2:13].